Predict the reactants needed to synthesize the given product. From a dataset of Full USPTO retrosynthesis dataset with 1.9M reactions from patents (1976-2016). (1) The reactants are: [CH2:1]([C:3]1[CH:8]=[CH:7][C:6]([CH2:9][N:10]2[CH2:15][CH2:14][CH:13]([CH2:16][NH:17][C:18]3[CH:23]=[CH:22][C:21]([N:24]4[CH2:29][CH2:28][O:27][CH2:26][CH2:25]4)=[C:20]([F:30])[CH:19]=3)[CH2:12][CH2:11]2)=[CH:5][CH:4]=1)[CH3:2].[C:31]1([CH2:37][C:38](Cl)=[O:39])[CH:36]=[CH:35][CH:34]=[CH:33][CH:32]=1. Given the product [CH2:1]([C:3]1[CH:8]=[CH:7][C:6]([CH2:9][N:10]2[CH2:11][CH2:12][CH:13]([CH2:16][N:17]([C:18]3[CH:23]=[CH:22][C:21]([N:24]4[CH2:25][CH2:26][O:27][CH2:28][CH2:29]4)=[C:20]([F:30])[CH:19]=3)[C:38](=[O:39])[CH2:37][C:31]3[CH:36]=[CH:35][CH:34]=[CH:33][CH:32]=3)[CH2:14][CH2:15]2)=[CH:5][CH:4]=1)[CH3:2], predict the reactants needed to synthesize it. (2) Given the product [C:4]1(=[O:3])[C:7]2=[C:8]3[C:13](=[CH:14][CH:15]=[C:6]2[CH2:5]1)[CH:12]=[CH:11][CH:10]=[CH:9]3, predict the reactants needed to synthesize it. The reactants are: C([O:3][C:4]1(OCC)[C:7]2=[C:8]3[C:13](=[CH:14][CH:15]=[C:6]2[CH2:5]1)[CH:12]=[CH:11][CH:10]=[CH:9]3)C.Cl. (3) The reactants are: [C:1]1([C:7]2([CH3:18])[C:12](=[O:13])[N:11]([CH2:14]C)[C:10](=[O:16])[NH:9][C:8]2=[O:17])[CH2:6][CH2:5][CH2:4][CH2:3]C=1.Br[CH2:20][C:21]([C:23]1[CH:28]=[CH:27][CH:26]=[CH:25][CH:24]=1)=[O:22]. Given the product [C:1]1([C:7]2([CH3:18])[C:12](=[O:13])[N:11]([CH3:14])[C:10](=[O:16])[N:9]([CH2:20][C:21](=[O:22])[C:23]3[CH:28]=[CH:27][CH:26]=[CH:25][CH:24]=3)[C:8]2=[O:17])[CH2:6][CH2:5][CH2:4][CH:3]=1, predict the reactants needed to synthesize it. (4) Given the product [Br:17][C:18]1[N:22]2[N:23]=[C:24]([N:27]3[CH2:28][CH2:29][N:30]([C:10](=[O:16])[S:11][CH:12]([CH3:14])[CH3:13])[CH2:31][CH2:32]3)[CH:25]=[CH:26][C:21]2=[N:20][CH:19]=1, predict the reactants needed to synthesize it. The reactants are: CCN(C(C)C)C(C)C.[C:10](=[O:16])(Cl)[S:11][CH:12]([CH3:14])[CH3:13].[Br:17][C:18]1[N:22]2[N:23]=[C:24]([N:27]3[CH2:32][CH2:31][NH:30][CH2:29][CH2:28]3)[CH:25]=[CH:26][C:21]2=[N:20][CH:19]=1. (5) Given the product [CH3:32][C@H:29]1[CH2:30][CH2:31][C@H:26]([CH2:25][N:15]([C:16]2[CH:21]=[CH:20][C:19]([F:22])=[C:18]([F:23])[C:17]=2[F:24])[C:13](=[O:14])[NH:12][C:10]2[S:11][C:7]([S:6][CH2:5][C:4]([OH:33])=[O:3])=[CH:8][N:9]=2)[CH2:27][CH2:28]1, predict the reactants needed to synthesize it. The reactants are: C([O:3][C:4](=[O:33])[CH2:5][S:6][C:7]1[S:11][C:10]([NH:12][C:13]([N:15]([CH2:25][C@H:26]2[CH2:31][CH2:30][C@H:29]([CH3:32])[CH2:28][CH2:27]2)[C:16]2[CH:21]=[CH:20][C:19]([F:22])=[C:18]([F:23])[C:17]=2[F:24])=[O:14])=[N:9][CH:8]=1)C.C1(CN(C2C=CC(S(C)(=O)=O)=CC=2)C(=O)NC2SC=C(CC(O)=O)N=2)CCCC1.C[C@H]1CC[C@H](CNC2C=CC(F)=C(F)C=2F)CC1.C(OC(=O)CSC1SC(N)=NC=1)C. (6) Given the product [CH3:11][O:10][C:1](=[O:9])[C:2]1[CH:8]=[CH:7][CH:6]=[CH:5][C:3]=1[O:4][CH2:21][C:19]([O:13][CH3:12])=[O:20], predict the reactants needed to synthesize it. The reactants are: [C:1]([O:10][CH3:11])(=[O:9])[C:2]1[C:3](=[CH:5][CH:6]=[CH:7][CH:8]=1)[OH:4].[C:12]([O-])([O-])=[O:13].[K+].[K+].C[C:19]([CH3:21])=[O:20]. (7) Given the product [F:35][C:31]1[C:32]([F:34])=[CH:33][C:28]([C:25]2[CH:26]=[CH:27][C:22]([O:21][CH2:20][C:16]3[CH:15]=[C:14]([CH:19]=[CH:18][CH:17]=3)[CH2:13][N:6]([CH2:5][C:4]([OH:38])=[O:3])[C:7](=[O:12])[C:8]([CH3:9])([CH3:11])[CH3:10])=[CH:23][CH:24]=2)=[C:29]([O:36][CH3:37])[CH:30]=1, predict the reactants needed to synthesize it. The reactants are: C([O:3][C:4](=[O:38])[CH2:5][N:6]([CH2:13][C:14]1[CH:19]=[CH:18][CH:17]=[C:16]([CH2:20][O:21][C:22]2[CH:27]=[CH:26][C:25]([C:28]3[CH:33]=[C:32]([F:34])[C:31]([F:35])=[CH:30][C:29]=3[O:36][CH3:37])=[CH:24][CH:23]=2)[CH:15]=1)[C:7](=[O:12])[C:8]([CH3:11])([CH3:10])[CH3:9])C.[OH-].[Li+].C1COCC1.